The task is: Predict the reaction yield, written as a fraction of the theoretical maximum amount of product (1.0 means a 100% yield; for example, 0.34 means a 34% yield).. This data is from Reaction yield outcomes from USPTO patents with 853,638 reactions. (1) The yield is 0.800. The catalyst is CO. The product is [ClH:34].[NH2:21][CH2:20][C@@H:4]1[O:3][C:2](=[O:1])[N:6]([C:7]2[CH:12]=[CH:11][C:10]([N:13]3[CH2:18][CH2:17][O:16][CH2:15][C:14]3=[O:19])=[CH:9][CH:8]=2)[CH2:5]1. The reactants are [O:1]=[C:2]1[N:6]([C:7]2[CH:12]=[CH:11][C:10]([N:13]3[CH2:18][CH2:17][O:16][CH2:15][C:14]3=[O:19])=[CH:9][CH:8]=2)[CH2:5][C@H:4]([CH2:20][N:21]2C(=O)C3C(=CC=CC=3)C2=O)[O:3]1.CN.[ClH:34]. (2) The reactants are [NH2:1][C:2]1[CH:10]=[CH:9][C:8]([OH:11])=[CH:7][C:3]=1[C:4](O)=[O:5].[CH:12]([NH2:14])=O. No catalyst specified. The product is [OH:11][C:8]1[CH:7]=[C:3]2[C:2](=[CH:10][CH:9]=1)[N:1]=[CH:12][NH:14][C:4]2=[O:5]. The yield is 0.990. (3) The reactants are [C:1]([O:5][C:6](=[O:19])[N:7]([CH2:9][C:10]1[CH:15]=[CH:14][C:13]([Cl:16])=[C:12]([CH2:17][OH:18])[CH:11]=1)[CH3:8])([CH3:4])([CH3:3])[CH3:2]. The catalyst is CC#N.O=[Mn]=O. The product is [C:1]([O:5][C:6](=[O:19])[N:7]([CH2:9][C:10]1[CH:15]=[CH:14][C:13]([Cl:16])=[C:12]([CH:17]=[O:18])[CH:11]=1)[CH3:8])([CH3:4])([CH3:2])[CH3:3]. The yield is 0.870. (4) The reactants are [CH3:1][N:2]([CH3:33])[C:3]([C:5]1[N:27]([CH:28]2[CH2:32][CH2:31][CH2:30][CH2:29]2)[C:8]2[N:9]=[C:10]([NH:13][C:14]3[CH:19]=[CH:18][C:17]([N:20]4[CH2:25][CH2:24][NH:23][C@H:22]([CH3:26])[CH2:21]4)=[CH:16][N:15]=3)[N:11]=[CH:12][C:7]=2[CH:6]=1)=[O:4].Br[CH2:35][CH2:36][OH:37]. No catalyst specified. The product is [CH3:33][N:2]([CH3:1])[C:3]([C:5]1[N:27]([CH:28]2[CH2:32][CH2:31][CH2:30][CH2:29]2)[C:8]2[N:9]=[C:10]([NH:13][C:14]3[CH:19]=[CH:18][C:17]([N:20]4[CH2:25][CH2:24][N:23]([CH2:35][CH2:36][OH:37])[C@H:22]([CH3:26])[CH2:21]4)=[CH:16][N:15]=3)[N:11]=[CH:12][C:7]=2[CH:6]=1)=[O:4]. The yield is 0.680. (5) The yield is 0.350. The product is [CH3:15][O:16][C:17]1[CH:26]=[C:25]2[C:20]([N:21]=[CH:22][C:23]([S:27][CH2:28][CH2:29][N:30]3[CH2:31][CH2:32][CH:33]([N:36]([CH3:37])[C:12]([C:9]4[CH:10]=[CH:11][C:5]5[S:4][CH2:3][C:2](=[O:1])[NH:7][C:6]=5[CH:8]=4)=[O:14])[CH2:34][CH2:35]3)=[N:24]2)=[CH:19][CH:18]=1. The reactants are [O:1]=[C:2]1[NH:7][C:6]2[CH:8]=[C:9]([C:12]([OH:14])=O)[CH:10]=[CH:11][C:5]=2[S:4][CH2:3]1.[CH3:15][O:16][C:17]1[CH:26]=[C:25]2[C:20]([N:21]=[CH:22][C:23]([S:27][CH2:28][CH2:29][N:30]3[CH2:35][CH2:34][CH:33]([NH:36][CH3:37])[CH2:32][CH2:31]3)=[N:24]2)=[CH:19][CH:18]=1.C(N(CC)CC)C. The catalyst is CN(C)C=O. (6) The reactants are CO[C:3](=[O:22])[C:4]([C:6]1[N:7](C(OC(C)(C)C)=O)[C:8]2[C:13]([CH:14]=1)=[CH:12][CH:11]=[CH:10][CH:9]=2)=O.[C:23]1([NH2:30])[CH:28]=[CH:27][CH:26]=[CH:25][C:24]=1[NH2:29].C(O)(C(F)(F)F)=O. The catalyst is C(O)(=O)C. The product is [NH:7]1[C:8]2[C:13](=[CH:12][CH:11]=[CH:10][CH:9]=2)[CH:14]=[C:6]1[C:4]1[C:3](=[O:22])[NH:29][C:24]2[C:23]([N:30]=1)=[CH:28][CH:27]=[CH:26][CH:25]=2. The yield is 0.770. (7) The reactants are C([Li])CCC.[OH:6][CH2:7][CH2:8][C:9]#[N:10].[C:11]12([CH2:22][C:21](=[O:23])[O:20][C:18](=[O:19])[CH2:17]1)[CH2:16][CH2:15][CH2:14][CH2:13][CH2:12]2. The catalyst is C1COCC1. The product is [C:9]([CH2:8][CH2:7][O:6][C:21]([CH2:22][C:11]1([CH2:17][C:18]([OH:20])=[O:19])[CH2:16][CH2:15][CH2:14][CH2:13][CH2:12]1)=[O:23])#[N:10]. The yield is 0.950. (8) The reactants are [F:1][C:2]1[CH:7]=[C:6]([F:8])[CH:5]=[CH:4][C:3]=1[C:9]1[CH:14]=[CH:13][CH:12]=[C:11]([N:15]2[CH2:20][CH2:19][NH:18][CH2:17][CH2:16]2)[CH:10]=1.[C:21]1([N:27]=[C:28]=[O:29])[CH:26]=[CH:25][CH:24]=[CH:23][CH:22]=1. No catalyst specified. The product is [F:1][C:2]1[CH:7]=[C:6]([F:8])[CH:5]=[CH:4][C:3]=1[C:9]1[CH:14]=[CH:13][CH:12]=[C:11]([N:15]2[CH2:16][CH2:17][N:18]([C:28]([NH:27][C:21]3[CH:26]=[CH:25][CH:24]=[CH:23][CH:22]=3)=[O:29])[CH2:19][CH2:20]2)[CH:10]=1. The yield is 0.560.